Dataset: Retrosynthesis with 50K atom-mapped reactions and 10 reaction types from USPTO. Task: Predict the reactants needed to synthesize the given product. (1) Given the product NC1CCCN(Cc2ccccc2)C1, predict the reactants needed to synthesize it. The reactants are: CC(C)(C)OC(=O)NC1CCCN(Cc2ccccc2)C1. (2) Given the product CC1(CN)Cc2cc(Cl)cc(-c3ccccc3)c2O1, predict the reactants needed to synthesize it. The reactants are: CC1(CN=[N+]=[N-])Cc2cc(Cl)cc(-c3ccccc3)c2O1. (3) Given the product CSc1nc2cc(NC(=O)C(F)(F)F)ccc2s1, predict the reactants needed to synthesize it. The reactants are: CSc1nc2cc(N)ccc2s1.O=C(OC(=O)C(F)(F)F)C(F)(F)F. (4) Given the product Nc1cc(-c2ccoc2)cc([N+](=O)[O-])c1, predict the reactants needed to synthesize it. The reactants are: Nc1cc(Br)cc([N+](=O)[O-])c1.OB(O)c1ccoc1. (5) Given the product O=C(O)c1cc(F)cc(N2CCOCC2)c1, predict the reactants needed to synthesize it. The reactants are: CCOC(=O)c1cc(F)cc(N2CCOCC2)c1. (6) The reactants are: C#CC1(O)CCNC1.CC(=O)c1c[nH]c(/C=C2\C(=O)Nc3ccc(F)c(I)c32)c1. Given the product CC(=O)c1c[nH]c(/C=C2\C(=O)Nc3ccc(F)c(C#CC4(O)CCNC4)c32)c1, predict the reactants needed to synthesize it. (7) The reactants are: COc1cccc([N+](=O)[O-])c1C.O=C1CCC(=O)N1Br. Given the product COc1cccc([N+](=O)[O-])c1CBr, predict the reactants needed to synthesize it. (8) Given the product CC(C)(C)OC(=O)Cc1cnc(N)nc1, predict the reactants needed to synthesize it. The reactants are: CC(C)(C)OC(=O)C[Zn+].Nc1ncc(Br)cn1.